Dataset: Full USPTO retrosynthesis dataset with 1.9M reactions from patents (1976-2016). Task: Predict the reactants needed to synthesize the given product. (1) Given the product [NH2:33][C:30]1[CH:31]=[CH:32][C:27]([N:23]2[CH:24]=[CH:25][CH:26]=[C:21]([CH2:20][CH2:19][O:18][Si:1]([C:14]([CH3:16])([CH3:17])[CH3:15])([C:8]3[CH:9]=[CH:10][CH:11]=[CH:12][CH:13]=3)[C:2]3[CH:7]=[CH:6][CH:5]=[CH:4][CH:3]=3)[C:22]2=[O:39])=[C:28]([CH2:36][O:37][CH3:38])[CH:29]=1, predict the reactants needed to synthesize it. The reactants are: [Si:1]([O:18][CH2:19][CH2:20][C:21]1[C:22](=[O:39])[N:23]([C:27]2[CH:32]=[CH:31][C:30]([N+:33]([O-])=O)=[CH:29][C:28]=2[CH2:36][O:37][CH3:38])[CH:24]=[CH:25][CH:26]=1)([C:14]([CH3:17])([CH3:16])[CH3:15])([C:8]1[CH:13]=[CH:12][CH:11]=[CH:10][CH:9]=1)[C:2]1[CH:7]=[CH:6][CH:5]=[CH:4][CH:3]=1.C([O-])=O.[NH4+]. (2) Given the product [F:1][C:2]1[CH:7]=[CH:6][C:5]([C:8]2[NH:22][N:21]=[C:10]([C:12]3[CH:13]=[C:14]([CH:17]=[CH:18][CH:19]=3)[C:15]#[N:16])[CH:9]=2)=[CH:4][CH:3]=1, predict the reactants needed to synthesize it. The reactants are: [F:1][C:2]1[CH:7]=[CH:6][C:5]([C:8](=O)[CH2:9][C:10]([C:12]2[CH:13]=[C:14]([CH:17]=[CH:18][CH:19]=2)[C:15]#[N:16])=O)=[CH:4][CH:3]=1.[NH2:21][NH2:22]. (3) Given the product [ClH:33].[ClH:33].[O:1]1[C:10]2[C:5](=[CH:6][CH:7]=[CH:8][CH:9]=2)[C@H:4]([NH:11][C:12]([C@@H:14]2[CH2:19][N:18]3[CH2:20][C@H:21]([O:23][CH2:24][CH3:25])[CH2:22][C@@H:17]3[CH2:16][NH:15]2)=[O:13])[CH2:3][CH2:2]1, predict the reactants needed to synthesize it. The reactants are: [O:1]1[C:10]2[C:5](=[CH:6][CH:7]=[CH:8][CH:9]=2)[C@H:4]([NH:11][C:12]([C@@H:14]2[CH2:19][N:18]3[CH2:20][C@H:21]([O:23][CH2:24][CH3:25])[CH2:22][C@@H:17]3[CH2:16][N:15]2C(OC(C)(C)C)=O)=[O:13])[CH2:3][CH2:2]1.[ClH:33].COC1CCCC1. (4) Given the product [CH2:7]([C:6]1[S:5][C:4]([CH2:9][O:10][C:11]2[CH:20]=[C:19]3[C:14]([CH:15]=[C:16]([CH:21]=[O:22])[CH2:17][O:18]3)=[CH:13][CH:12]=2)=[CH:3][C:2]=1[C:26]1[CH:27]=[CH:28][CH:29]=[CH:30][C:25]=1[C:24]([F:36])([F:35])[F:23])[CH3:8], predict the reactants needed to synthesize it. The reactants are: Br[C:2]1[CH:3]=[C:4]([CH2:9][O:10][C:11]2[CH:20]=[C:19]3[C:14]([CH:15]=[C:16]([CH:21]=[O:22])[CH2:17][O:18]3)=[CH:13][CH:12]=2)[S:5][C:6]=1[CH2:7][CH3:8].[F:23][C:24]([F:36])([F:35])[C:25]1[CH:30]=[CH:29][CH:28]=[CH:27][C:26]=1OB(O)O.C([O-])([O-])=O.[Na+].[Na+].C1C=CC(P(C2C=CC=CC=2)C2C=CC=CC=2)=CC=1.[NH4+].[Cl-]. (5) Given the product [C:1]([C:5]1[CH:6]=[CH:7][C:8]([C:11]#[C:12][C:13]2[CH:18]=[CH:17][N:16]=[CH:15][C:14]=2[NH:19][CH2:27][CH3:28])=[CH:9][CH:10]=1)([CH3:4])([CH3:2])[CH3:3], predict the reactants needed to synthesize it. The reactants are: [C:1]([C:5]1[CH:10]=[CH:9][C:8]([C:11]#[C:12][C:13]2[CH:18]=[CH:17][N:16]=[CH:15][C:14]=2[N:19]([CH2:27][CH3:28])C(=O)OC(C)(C)C)=[CH:7][CH:6]=1)([CH3:4])([CH3:3])[CH3:2].Cl.[OH-].[Na+]. (6) The reactants are: [C:1]([O:4][CH2:5][C@@:6]([NH:16][C:17](=[O:19])[CH3:18])([CH3:15])[CH2:7][CH2:8][C:9]1[N:10]([CH3:14])[CH:11]=[CH:12][CH:13]=1)(=[O:3])[CH3:2].[CH2:20]([C@@]1(CCC2N(C)C=CC=2)COC(=O)N1)C. Given the product [C:1]([O:4][CH2:5][C@@:6]([NH:16][C:17](=[O:19])[CH3:18])([CH2:15][CH3:20])[CH2:7][CH2:8][C:9]1[N:10]([CH3:14])[CH:11]=[CH:12][CH:13]=1)(=[O:3])[CH3:2], predict the reactants needed to synthesize it.